This data is from Reaction yield outcomes from USPTO patents with 853,638 reactions. The task is: Predict the reaction yield, written as a fraction of the theoretical maximum amount of product (1.0 means a 100% yield; for example, 0.34 means a 34% yield). (1) The reactants are [C:1]([C:3]1[CH:4]=[C:5](/[CH:10]=[CH:11]/[C:12]([O:14]CC2C=CC=CC=2)=[O:13])[CH:6]=[CH:7][C:8]=1[F:9])#[N:2]. The catalyst is ClCCl.C(O)C.[Pd]. The product is [C:1]([C:3]1[CH:4]=[C:5]([CH2:10][CH2:11][C:12]([OH:14])=[O:13])[CH:6]=[CH:7][C:8]=1[F:9])#[N:2]. The yield is 1.00. (2) The reactants are C(O[C:6](=[O:26])[NH:7][C@H:8]([CH:13]([OH:25])[C:14](=[O:24])[NH:15][C@@H:16]([C:18]1[CH:23]=[CH:22][CH:21]=[CH:20][CH:19]=1)[CH3:17])[CH2:9][CH2:10][CH2:11][CH3:12])(C)(C)C.FC(F)(F)C(O)=O.C(N(CC)C(C)C)(C)C.[NH:43]1[C:51]2[C:46](=[CH:47][CH:48]=[CH:49][CH:50]=2)[C:45]([CH2:52][C@H:53]([NH:57][C:58](=[O:74])[C@@H:59]([NH:61][C:62]([C:64]2[CH2:65][C:66]3[C:71]([C:72]=2[CH3:73])=[CH:70][CH:69]=[CH:68][CH:67]=3)=[O:63])[CH3:60])C(O)=O)=[CH:44]1.CN(C(ON1N=NC2C=CC=NC1=2)=[N+](C)C)C.F[P-](F)(F)(F)(F)F. The catalyst is ClCCl. The product is [OH:25][CH:13]([C:14](=[O:24])[NH:15][C@@H:16]([C:18]1[CH:19]=[CH:20][CH:21]=[CH:22][CH:23]=1)[CH3:17])[C@@H:8]([NH:7][C:6]([C@@H:53]([NH:57][C:58]([C@@H:59]([NH:61][C:62]([C:64]1[CH2:65][C:66]2[C:71]([C:72]=1[CH3:73])=[CH:70][CH:69]=[CH:68][CH:67]=2)=[O:63])[CH3:60])=[O:74])[CH2:52][C:45]1[C:46]2[C:51](=[CH:50][CH:49]=[CH:48][CH:47]=2)[NH:43][CH:44]=1)=[O:26])[CH2:9][CH2:10][CH2:11][CH3:12]. The yield is 0.770. (3) The reactants are [CH2:1]([C:3]1[N:4]=[C:5]([CH:10](OC)[O:11]C)[NH:6][C:7]=1[CH2:8][CH3:9])[CH3:2]. The catalyst is S(=O)(=O)(O)O. The product is [CH2:8]([C:7]1[N:6]=[C:5]([CH:10]=[O:11])[NH:4][C:3]=1[CH2:1][CH3:2])[CH3:9]. The yield is 0.280. (4) The reactants are [C:1]([C:3]1[CH:8]=[CH:7][CH:6]=[CH:5][C:4]=1[C:9]1[CH:14]=[CH:13][C:12]([CH2:15][C:16]2[C:17](=[O:43])[N:18]([C@H:28]3[CH2:33][CH2:32][C@H:31]([O:34][CH:35]([CH2:41][CH3:42])C(OCC)=O)[CH2:30][CH2:29]3)[C:19]3[N:20]([N:25]=[CH:26][N:27]=3)[C:21]=2[CH2:22][CH2:23][CH3:24])=[CH:11][CH:10]=1)#[N:2].C[Mg]Br.Cl. The catalyst is O1CCCC1. The product is [CH2:41]([CH:35]([O:34][C@H:31]1[CH2:30][CH2:29][C@H:28]([N:18]2[C:17](=[O:43])[C:16]([CH2:15][C:12]3[CH:13]=[CH:14][C:9]([C:4]4[C:3]([C:1]#[N:2])=[CH:8][CH:7]=[CH:6][CH:5]=4)=[CH:10][CH:11]=3)=[C:21]([CH2:22][CH2:23][CH3:24])[N:20]3[N:25]=[CH:26][N:27]=[C:19]23)[CH2:33][CH2:32]1)[C:31]([OH:34])([CH3:32])[CH3:30])[CH3:42]. The yield is 0.650. (5) The reactants are [CH3:1][C:2]1[O:6][N:5]=[C:4]([C:7]2[CH:12]=[CH:11][CH:10]=[CH:9][CH:8]=2)[C:3]=1[CH2:13][O:14][C:15]1[CH:23]=[CH:22][C:18]([C:19]([OH:21])=O)=[CH:17][N:16]=1.[NH2:24][CH:25]1[CH2:30][CH2:29][CH2:28][N:27]([C:31]([O:33][C:34]([CH3:37])([CH3:36])[CH3:35])=[O:32])[CH2:26]1. No catalyst specified. The product is [C:34]([O:33][C:31]([N:27]1[CH2:28][CH2:29][CH2:30][CH:25]([NH:24][C:19]([C:18]2[CH:17]=[N:16][C:15]([O:14][CH2:13][C:3]3[C:4]([C:7]4[CH:8]=[CH:9][CH:10]=[CH:11][CH:12]=4)=[N:5][O:6][C:2]=3[CH3:1])=[CH:23][CH:22]=2)=[O:21])[CH2:26]1)=[O:32])([CH3:37])([CH3:35])[CH3:36]. The yield is 0.610.